From a dataset of Full USPTO retrosynthesis dataset with 1.9M reactions from patents (1976-2016). Predict the reactants needed to synthesize the given product. (1) Given the product [F:2][C:3]1[CH:21]=[CH:20][C:6]([C:7]([N:9]2[C@H:14]([CH3:15])[CH2:13][CH2:12][C@@H:11]([C:16]([OH:18])=[O:17])[CH2:10]2)=[O:8])=[C:5]([N:22]2[N:26]=[CH:25][CH:24]=[N:23]2)[CH:4]=1, predict the reactants needed to synthesize it. The reactants are: Cl.[F:2][C:3]1[CH:21]=[CH:20][C:6]([C:7]([N:9]2[C@H:14]([CH3:15])[CH2:13][CH2:12][C@@H:11]([C:16]([O:18]C)=[O:17])[CH2:10]2)=[O:8])=[C:5]([N:22]2[N:26]=[CH:25][CH:24]=[N:23]2)[CH:4]=1. (2) Given the product [CH2:1]([N:5]1[CH2:10][CH2:9][C:8]([CH3:11])([CH3:12])[C:7]([C:13](=[O:16])/[CH:14]=[CH:15]/[C:18]2[CH:23]=[CH:22][CH:21]=[CH:20][CH:19]=2)=[CH:6]1)[CH:2]([CH3:4])[CH3:3], predict the reactants needed to synthesize it. The reactants are: [CH2:1]([N:5]1[CH2:10][CH2:9][C:8]([CH3:12])([CH3:11])[C:7]([C:13](=[O:16])[CH:14]=[CH2:15])=[CH:6]1)[CH:2]([CH3:4])[CH3:3].I[C:18]1[CH:23]=[CH:22][CH:21]=[CH:20][CH:19]=1.C1(P(C2C=CC=CC=2)C2C=CC=CC=2)C=CC=CC=1.C(=O)([O-])[O-].[K+].[K+]. (3) Given the product [C:23]([O:22][C:20]([N:6]1[CH2:7][C@@H:8]([N:10]([CH3:19])[C:11]([O:13][CH2:14][C:15]([Cl:18])([Cl:17])[Cl:16])=[O:12])[CH2:9][C@H:5]1[C:3]([OH:4])=[O:2])=[O:21])([CH3:26])([CH3:24])[CH3:25], predict the reactants needed to synthesize it. The reactants are: C[O:2][C:3]([C@@H:5]1[CH2:9][C@H:8]([N:10]([CH3:19])[C:11]([O:13][CH2:14][C:15]([Cl:18])([Cl:17])[Cl:16])=[O:12])[CH2:7][N:6]1[C:20]([O:22][C:23]([CH3:26])([CH3:25])[CH3:24])=[O:21])=[O:4].[OH-].[Na+]. (4) Given the product [NH2:1][C:2]1[C:7]2[C:8](=[O:29])[N:9]([C:13]3[CH:18]=[CH:17][C:16]([CH:19]4[CH2:20][CH2:21][CH:22]([CH2:25][C:26]([NH:40]/[C:38](=[N:37]/[OH:36])/[CH3:39])=[O:27])[CH2:23][CH2:24]4)=[CH:15][CH:14]=3)[CH2:10][CH2:11][O:12][C:6]=2[N:5]=[CH:4][N:3]=1, predict the reactants needed to synthesize it. The reactants are: [NH2:1][C:2]1[C:7]2[C:8](=[O:29])[N:9]([C:13]3[CH:18]=[CH:17][C:16]([C@H:19]4[CH2:24][CH2:23][C@H:22]([CH2:25][C:26](O)=[O:27])[CH2:21][CH2:20]4)=[CH:15][CH:14]=3)[CH2:10][CH2:11][O:12][C:6]=2[N:5]=[CH:4][N:3]=1.C(Cl)(=O)C(Cl)=O.[OH:36][NH:37][C:38](=[NH:40])[CH3:39]. (5) Given the product [C:31]([O-:33])(=[O:32])[CH3:30].[NH4+:9].[F:24][C:22]1[CH:21]=[CH:20][C:19]([O:25][CH3:26])=[C:18]([C:17]2[CH:16]=[CH:15][N:14]=[C:13]3[NH:27][C:10]([C:3]4[CH2:4][CH:5]5[N:9]([C:31](=[O:32])[CH2:30][C:28]#[N:29])[CH:1]([CH2:8][CH2:7][CH2:6]5)[CH:2]=4)=[CH:11][C:12]=23)[CH:23]=1, predict the reactants needed to synthesize it. The reactants are: [CH:1]12[NH:9][CH:5]([CH2:6][CH2:7][CH2:8]1)[CH2:4][C:3]([C:10]1[NH:27][C:13]3=[N:14][CH:15]=[CH:16][C:17]([C:18]4[CH:23]=[C:22]([F:24])[CH:21]=[CH:20][C:19]=4[O:25][CH3:26])=[C:12]3[CH:11]=1)=[CH:2]2.[C:28]([CH2:30][C:31]([OH:33])=[O:32])#[N:29].F[P-](F)(F)(F)(F)F.CN(C(N(C)C)=[N+]1C2C(=NC=CC=2)[N+]([O-])=N1)C.C(N(CC)CC)C.